Predict the product of the given reaction. From a dataset of Forward reaction prediction with 1.9M reactions from USPTO patents (1976-2016). (1) Given the reactants Cl.[C:2]([O:18][CH3:19])(=[O:17])/[CH:3]=[CH:4]/[C:5]([O:7][CH2:8][C:9](=[O:16])[N:10]1[CH2:15][CH2:14][NH:13][CH2:12][CH2:11]1)=[O:6].[C:20](Cl)(=[O:22])[CH3:21].C(N(C(C)C)CC)(C)C, predict the reaction product. The product is: [C:5]([O:7][CH2:8][C:9]([N:10]1[CH2:15][CH2:14][N:13]([C:20](=[O:22])[CH3:21])[CH2:12][CH2:11]1)=[O:16])(=[O:6])/[CH:4]=[CH:3]/[C:2]([O:18][CH3:19])=[O:17]. (2) Given the reactants [F:1][CH:2]([F:24])[N:3]1[CH:7]=[C:6]([C@@H:8]2[CH2:12][CH2:11][C@:10]([C:16]3[CH:21]=[CH:20][CH:19]=[C:18]([F:22])[C:17]=3[CH3:23])(C(O)=O)[CH2:9]2)[CH:5]=[N:4]1.CN(C(F)=[N+](C)C)C.F[P-](F)(F)(F)(F)F.C[N:41]([CH:43]=[O:44])C.CCN(CC)CC.CC[O:54]C(C)=O, predict the reaction product. The product is: [F:24][CH:2]([F:1])[N:3]1[CH:7]=[C:6]([C@@H:8]2[CH2:12][CH2:11][C@:10]([C:16]3[CH:21]=[CH:20][CH:19]=[C:18]([F:22])[C:17]=3[CH3:23])([C:43]([NH:41][OH:54])=[O:44])[CH2:9]2)[CH:5]=[N:4]1.